From a dataset of Full USPTO retrosynthesis dataset with 1.9M reactions from patents (1976-2016). Predict the reactants needed to synthesize the given product. (1) Given the product [CH2:1]([O:3][C:4](=[O:12])[C@:5]([O:11][CH2:41][C@@:26]([C:24]1[C:23]([F:42])=[CH:22][CH:21]=[C:20]([Br:19])[N:25]=1)([NH:27][S:29]([C:32]1[CH:37]=[CH:36][C:35]([N+:38]([O-:40])=[O:39])=[CH:34][CH:33]=1)(=[O:30])=[O:31])[CH3:28])([CH3:10])[C:6]([F:7])([F:8])[F:9])[CH3:2], predict the reactants needed to synthesize it. The reactants are: [CH2:1]([O:3][C:4](=[O:12])[C@:5]([OH:11])([CH3:10])[C:6]([F:9])([F:8])[F:7])[CH3:2].CC([O-])(C)C.[K+].[Br:19][C:20]1[N:25]=[C:24]([C:26]2([CH3:41])[CH2:28][N@@:27]2[S:29]([C:32]2[CH:37]=[CH:36][C:35]([N+:38]([O-:40])=[O:39])=[CH:34][CH:33]=2)(=[O:31])=[O:30])[C:23]([F:42])=[CH:22][CH:21]=1.Cl. (2) Given the product [C:1]([O:5][C:6]([N:8]([CH2:26][C:27]1[CH:32]=[CH:31][CH:30]=[C:29]([Cl:33])[CH:28]=1)[CH:9]1[C:21]2[C:12](=[CH:13][C:14]3[CH:15]4[CH2:25][CH2:24][CH2:23][CH:16]4[C:17](=[S:43])[NH:18][C:19]=3[CH:20]=2)[CH2:11][CH2:10]1)=[O:7])([CH3:4])([CH3:3])[CH3:2], predict the reactants needed to synthesize it. The reactants are: [C:1]([O:5][C:6]([N:8]([CH2:26][C:27]1[CH:32]=[CH:31][CH:30]=[C:29]([Cl:33])[CH:28]=1)[CH:9]1[C:21]2[C:12](=[CH:13][C:14]3[CH:15]4[CH2:25][CH2:24][CH2:23][CH:16]4[C:17](=O)[NH:18][C:19]=3[CH:20]=2)[CH2:11][CH2:10]1)=[O:7])([CH3:4])([CH3:3])[CH3:2].COC1C=CC(P2(SP(C3C=CC(OC)=CC=3)(=S)S2)=[S:43])=CC=1. (3) Given the product [CH3:1][C:2]1[N:3]=[N:4][N:5]([CH3:37])[C:6]=1[C:7]1[CH:19]=[N:18][C:17]2[C:16]3[CH:15]=[CH:14][C:13]([C:20]([NH:23][C:48](=[O:49])[O:50][CH3:51])([CH3:22])[CH3:21])=[CH:12][C:11]=3[N:10]([C@@H:24]([CH:31]3[CH2:36][CH2:35][O:34][CH2:33][CH2:32]3)[C:25]3[CH:26]=[CH:27][CH:28]=[CH:29][CH:30]=3)[C:9]=2[CH:8]=1, predict the reactants needed to synthesize it. The reactants are: [CH3:1][C:2]1[N:3]=[N:4][N:5]([CH3:37])[C:6]=1[C:7]1[CH:19]=[N:18][C:17]2[C:16]3[CH:15]=[CH:14][C:13]([C:20]([NH2:23])([CH3:22])[CH3:21])=[CH:12][C:11]=3[N:10]([C@@H:24]([CH:31]3[CH2:36][CH2:35][O:34][CH2:33][CH2:32]3)[C:25]3[CH:30]=[CH:29][CH:28]=[CH:27][CH:26]=3)[C:9]=2[CH:8]=1.CCN(C(C)C)C(C)C.Cl[C:48]([O:50][CH3:51])=[O:49].ClC([O-])=O. (4) Given the product [CH3:11][C:7]1([CH3:12])[CH2:8][CH2:9][CH2:18][N:5]2[N:6]=[C:2]([NH2:1])[CH:3]=[C:4]12, predict the reactants needed to synthesize it. The reactants are: [NH2:1][C:2]1[NH:6][N:5]=[C:4]([C:7]([CH3:12])([CH3:11])[CH2:8][CH2:9]O)[CH:3]=1.S(Cl)(Cl)=O.O1CCC[CH2:18]1.